This data is from Forward reaction prediction with 1.9M reactions from USPTO patents (1976-2016). The task is: Predict the product of the given reaction. (1) Given the reactants I[C:2]1[CH:7]=[CH:6][C:5]([C:8]([F:11])([F:10])[F:9])=[CH:4][CH:3]=1.[OH:12][C:13]1[CH:18]=[CH:17][C:16](B(O)O)=[CH:15][CH:14]=1.C(=O)([O-])[O-].[K+].[K+].O1CCOCC1, predict the reaction product. The product is: [OH:12][C:13]1[CH:18]=[CH:17][C:16]([C:2]2[CH:7]=[CH:6][C:5]([C:8]([F:11])([F:10])[F:9])=[CH:4][CH:3]=2)=[CH:15][CH:14]=1. (2) Given the reactants Br[C:2]1[CH:7]=[CH:6][C:5]([C:8]([N:10]2[CH2:15][CH2:14][N:13]([C:16]3[CH:21]=[CH:20][C:19]([CH3:22])=[CH:18][C:17]=3[CH3:23])[CH2:12][CH2:11]2)=[O:9])=[C:4]([S:24]([CH3:27])(=[O:26])=[O:25])[CH:3]=1.[C:28]1([C@@H:34]2[CH2:38][O:37][C:36](=[O:39])[NH:35]2)[CH:33]=[CH:32][CH:31]=[CH:30][CH:29]=1, predict the reaction product. The product is: [CH3:23][C:17]1[CH:18]=[C:19]([CH3:22])[CH:20]=[CH:21][C:16]=1[N:13]1[CH2:14][CH2:15][N:10]([C:8]([C:5]2[CH:6]=[CH:7][C:2]([N:35]3[C@H:34]([C:28]4[CH:33]=[CH:32][CH:31]=[CH:30][CH:29]=4)[CH2:38][O:37][C:36]3=[O:39])=[CH:3][C:4]=2[S:24]([CH3:27])(=[O:26])=[O:25])=[O:9])[CH2:11][CH2:12]1. (3) Given the reactants Br[C:2]1[CH:7]=[CH:6][C:5]([C:8]2[N:9]=[CH:10][O:11][CH:12]=2)=[CH:4][CH:3]=1.C([Sn](CCCC)(CCCC)[C:18]([O:20]CC)=[CH2:19])CCC.[Cl-].[Li+], predict the reaction product. The product is: [O:11]1[CH:12]=[C:8]([C:5]2[CH:6]=[CH:7][C:2]([C:18](=[O:20])[CH3:19])=[CH:3][CH:4]=2)[N:9]=[CH:10]1. (4) Given the reactants C([O:3][C:4]([C:6]1[C:7]([O:15][CH2:16][C:17]2[CH:22]=[CH:21][CH:20]=[CH:19][CH:18]=2)=[N:8][N:9]([CH:12]([CH3:14])[CH3:13])[C:10]=1[Br:11])=[O:5])C.[OH-].[Na+].Cl, predict the reaction product. The product is: [CH2:16]([O:15][C:7]1[C:6]([C:4]([OH:5])=[O:3])=[C:10]([Br:11])[N:9]([CH:12]([CH3:14])[CH3:13])[N:8]=1)[C:17]1[CH:18]=[CH:19][CH:20]=[CH:21][CH:22]=1. (5) The product is: [CH2:20]([O:19][C:17]([NH:2][C:3]1([C:6]([O:8][CH2:9][CH3:10])=[O:7])[CH2:5][CH2:4]1)=[O:18])[C:21]1[CH:26]=[CH:25][CH:24]=[CH:23][CH:22]=1. Given the reactants Cl.[NH2:2][C:3]1([C:6]([O:8][CH2:9][CH3:10])=[O:7])[CH2:5][CH2:4]1.C([O-])(O)=O.[Na+].Cl[C:17]([O:19][CH2:20][C:21]1[CH:26]=[CH:25][CH:24]=[CH:23][CH:22]=1)=[O:18], predict the reaction product. (6) Given the reactants [NH2:1][C:2]1[CH:11]=[CH:10][CH:9]=[C:8]2[C:3]=1[CH:4]=[CH:5][N:6]=[CH:7]2, predict the reaction product. The product is: [NH2:1][C:2]1[CH:11]=[CH:10][CH:9]=[C:8]2[C:3]=1[CH2:4][CH2:5][NH:6][CH2:7]2. (7) Given the reactants Br[C:2]1[N:6]([CH3:7])[CH:5]=[N:4][CH:3]=1.C([Mg]Cl)(C)C.[Li+].[Cl-].CON(C)[C:18]([C:20]1[CH:21]=[CH:22][C:23]2[O:27][C:26]([CH3:28])=[N:25][C:24]=2[CH:29]=1)=[O:19], predict the reaction product. The product is: [CH3:7][N:6]1[C:2]([C:18]([C:20]2[CH:21]=[CH:22][C:23]3[O:27][C:26]([CH3:28])=[N:25][C:24]=3[CH:29]=2)=[O:19])=[CH:3][N:4]=[CH:5]1. (8) Given the reactants [OH:1][CH2:2][CH2:3][N:4]1[CH2:9][CH2:8][O:7][CH2:6][CH2:5]1.[H-].[Na+].Cl[C:13]1[C:18]([N+:19]([O-:21])=[O:20])=[CH:17][CH:16]=[C:15]([O:22][CH3:23])[N:14]=1, predict the reaction product. The product is: [NH3:4].[CH3:23][O:22][C:15]1[N:14]=[C:13]([O:1][CH2:2][CH2:3][N:4]2[CH2:9][CH2:8][O:7][CH2:6][CH2:5]2)[C:18]([N+:19]([O-:21])=[O:20])=[CH:17][CH:16]=1.